Predict the reactants needed to synthesize the given product. From a dataset of Full USPTO retrosynthesis dataset with 1.9M reactions from patents (1976-2016). (1) Given the product [C:57]([O:61][C:62]([N:64]1[CH2:69][CH2:68][CH:67]([O:54][C:50]2[C:51]([F:53])=[CH:52][C:47]([C:45](=[O:46])[CH2:44][CH2:43][C:42]([O:41][CH2:39][CH3:40])=[O:56])=[CH:48][C:49]=2[F:55])[CH2:66][CH2:65]1)=[O:63])([CH3:60])([CH3:58])[CH3:59], predict the reactants needed to synthesize it. The reactants are: C1(P(C2C=CC=CC=2)C2C=CC=CC=2)C=CC=CC=1.CCOC(/N=N/C(OCC)=O)=O.C1(C)C=CC=CC=1.[CH2:39]([O:41][C:42](=[O:56])[CH2:43][CH2:44][C:45]([C:47]1[CH:52]=[C:51]([F:53])[C:50]([OH:54])=[C:49]([F:55])[CH:48]=1)=[O:46])[CH3:40].[C:57]([O:61][C:62]([N:64]1[CH2:69][CH2:68][CH:67](O)[CH2:66][CH2:65]1)=[O:63])([CH3:60])([CH3:59])[CH3:58]. (2) Given the product [F:16][C:17]1[CH:18]=[CH:19][C:20]([CH:21]([C:22]2[CH:27]=[CH:26][C:25]([F:28])=[CH:24][CH:23]=2)[N:12]2[CH2:13][CH2:14][C:9](=[CH:8][C:7]([NH:6][CH2:5][CH:2]3[CH2:4][CH2:3]3)=[O:15])[CH2:10][CH2:11]2)=[CH:30][CH:31]=1, predict the reactants needed to synthesize it. The reactants are: Cl.[CH:2]1([CH2:5][NH:6][C:7](=[O:15])[CH:8]=[C:9]2[CH2:14][CH2:13][NH:12][CH2:11][CH2:10]2)[CH2:4][CH2:3]1.[F:16][C:17]1[CH:31]=[CH:30][C:20]([CH:21](Cl)[C:22]2[CH:27]=[CH:26][C:25]([F:28])=[CH:24][CH:23]=2)=[CH:19][CH:18]=1.C([O-])([O-])=O.[K+].[K+]. (3) The reactants are: [Cl:1][C:2]1[CH:3]=[C:4]([C:10]2([C:33]([F:36])([F:35])[F:34])[O:14][N:13]=[C:12]([C:15]3[CH:20]=[CH:19][C:18]([C:21]4([F:32])[CH2:24][N:23]([C:25]([CH:27]5[CH2:30][S:29](=[O:31])[CH2:28]5)=[O:26])[CH2:22]4)=[CH:17][CH:16]=3)[CH2:11]2)[CH:5]=[C:6]([Cl:9])[C:7]=1[F:8].[OH:37]OS([O-])=O.[K+]. Given the product [Cl:9][C:6]1[CH:5]=[C:4]([C:10]2([C:33]([F:35])([F:36])[F:34])[O:14][N:13]=[C:12]([C:15]3[CH:16]=[CH:17][C:18]([C:21]4([F:32])[CH2:22][N:23]([C:25]([CH:27]5[CH2:28][S:29](=[O:37])(=[O:31])[CH2:30]5)=[O:26])[CH2:24]4)=[CH:19][CH:20]=3)[CH2:11]2)[CH:3]=[C:2]([Cl:1])[C:7]=1[F:8], predict the reactants needed to synthesize it.